This data is from Full USPTO retrosynthesis dataset with 1.9M reactions from patents (1976-2016). The task is: Predict the reactants needed to synthesize the given product. (1) Given the product [CH:33]1([C:31]2[N:32]=[C:22]([CH:10]3[CH2:9][CH:8]([C:5]4[CH:6]=[CH:7][C:2]([CH3:1])=[C:3]([C:25]([F:28])([F:27])[F:26])[CH:4]=4)[CH2:13][N:12]([C:14]([N:16]4[CH2:17][CH2:18][O:19][CH2:20][CH2:21]4)=[O:15])[CH2:11]3)[O:23][N:30]=2)[CH2:35][CH2:34]1, predict the reactants needed to synthesize it. The reactants are: [CH3:1][C:2]1[CH:7]=[CH:6][C:5]([CH:8]2[CH2:13][N:12]([C:14]([N:16]3[CH2:21][CH2:20][O:19][CH2:18][CH2:17]3)=[O:15])[CH2:11][CH:10]([C:22](O)=[O:23])[CH2:9]2)=[CH:4][C:3]=1[C:25]([F:28])([F:27])[F:26].O[NH:30][C:31]([CH:33]1[CH2:35][CH2:34]1)=[NH:32]. (2) Given the product [CH:1]1([C:4]2[NH:8][N:7]=[C:6]([NH:9][C:10]3[C:17]([F:18])=[CH:16][C:13]([C:14]#[N:15])=[C:12]([NH:19][C@H:20]([C:22]4[CH:27]=[CH:26][C:25]([F:28])=[CH:24][CH:23]=4)[CH2:21][OH:32])[N:11]=3)[CH:5]=2)[CH2:3][CH2:2]1, predict the reactants needed to synthesize it. The reactants are: [CH:1]1([C:4]2[NH:8][N:7]=[C:6]([NH:9][C:10]3[C:17]([F:18])=[CH:16][C:13]([C:14]#[N:15])=[C:12]([NH:19][C@H:20]([C:22]4[CH:27]=[CH:26][C:25]([F:28])=[CH:24][CH:23]=4)[CH3:21])[N:11]=3)[CH:5]=2)[CH2:3][CH2:2]1.N[C@H](C1C=CC(F)=CC=1)C[OH:32].CCN(C(C)C)C(C)C. (3) Given the product [CH3:1][C@H:2]1[C@H:28]([CH3:29])[C@@H:27]2[C@@:5]([C:31]([O:33][CH2:41][C:42]3[CH:47]=[CH:46][CH:45]=[CH:44][CH:43]=3)=[O:32])([CH2:6][CH2:7][C@@:8]3([CH3:30])[C@:13]4([CH3:26])[CH2:14][CH2:15][C@H:16]5[C:21]([CH3:23])([CH3:22])[C@@H:20]([OH:24])[CH2:19][CH2:18][C@:17]5([CH3:25])[C@H:12]4[CH2:11][CH:10]=[C:9]32)[CH2:4][CH2:3]1, predict the reactants needed to synthesize it. The reactants are: [CH3:1][C@H:2]1[C@H:28]([CH3:29])[C@@H:27]2[C@@:5]([C:31]([OH:33])=[O:32])([CH2:6][CH2:7][C@@:8]3([CH3:30])[C@:13]4([CH3:26])[CH2:14][CH2:15][C@H:16]5[C:21]([CH3:23])([CH3:22])[C@@H:20]([OH:24])[CH2:19][CH2:18][C@:17]5([CH3:25])[C@H:12]4[CH2:11][CH:10]=[C:9]32)[CH2:4][CH2:3]1.C(N(CC)CC)C.[CH2:41](Cl)[C:42]1[CH:47]=[CH:46][CH:45]=[CH:44][CH:43]=1. (4) Given the product [Cl:1][C:2]1[CH:11]=[CH:10][C:5]([C:6]([O:8][CH3:9])=[O:7])=[CH:4][N+:3]=1[O-:19], predict the reactants needed to synthesize it. The reactants are: [Cl:1][C:2]1[CH:11]=[CH:10][C:5]([C:6]([O:8][CH3:9])=[O:7])=[CH:4][N:3]=1.CC#N.OO.NC(N)=[O:19].FC(F)(F)C(OC(=O)C(F)(F)F)=O. (5) Given the product [CH2:7]([O:9][C:10]([C:12]1[C:17]([NH:6][CH:1]2[CH2:5][CH2:4][CH2:3][CH2:2]2)=[N:16][C:15]([S:18][CH3:19])=[N:14][CH:13]=1)=[O:11])[CH3:8], predict the reactants needed to synthesize it. The reactants are: [CH:1]1([NH2:6])[CH2:5][CH2:4][CH2:3][CH2:2]1.[CH2:7]([O:9][C:10]([C:12]1[C:13](Cl)=[N:14][C:15]([S:18][CH3:19])=[N:16][CH:17]=1)=[O:11])[CH3:8]. (6) Given the product [CH3:21][C@@:17]1([C:22]([NH:2][NH:1][C:3]2[CH:12]=[CH:11][CH:10]=[C:9]3[C:4]=2[CH:5]=[CH:6][CH:7]=[N:8]3)=[O:23])[CH2:16][CH2:15][C@H:14]([CH3:13])[C:18]1([CH3:20])[CH3:19], predict the reactants needed to synthesize it. The reactants are: [NH:1]([C:3]1[CH:12]=[CH:11][CH:10]=[C:9]2[C:4]=1[CH:5]=[CH:6][CH:7]=[N:8]2)[NH2:2].[CH3:13][CH:14]1[C:18]([CH3:20])([CH3:19])[C:17]([C:22](O)=[O:23])([CH3:21])[CH2:16][CH2:15]1. (7) The reactants are: [OH:1][C:2]1[C:9]([CH3:10])=[C:8]([CH3:11])[CH:7]=[C:6]([CH3:12])[C:3]=1[CH:4]=O. Given the product [CH3:4][C:3]1[C:6]([CH3:12])=[CH:7][C:8]([CH3:11])=[C:9]([CH3:10])[C:2]=1[OH:1], predict the reactants needed to synthesize it.